Dataset: Full USPTO retrosynthesis dataset with 1.9M reactions from patents (1976-2016). Task: Predict the reactants needed to synthesize the given product. (1) Given the product [F:39][C:22]([F:21])([F:38])[O:23][C:24]1[CH:25]=[C:26]([C:30]2[O:31][C:32]([CH3:37])=[C:33]([CH2:35][O:1][CH:2]3[CH2:7][CH2:6][CH2:5][CH:4]([O:8][CH2:9][C:10]4[CH:19]=[CH:18][CH:17]=[C:16]([CH3:20])[C:11]=4[C:12]([OH:14])=[O:13])[CH2:3]3)[N:34]=2)[CH:27]=[CH:28][CH:29]=1, predict the reactants needed to synthesize it. The reactants are: [OH:1][CH:2]1[CH2:7][CH2:6][CH2:5][CH:4]([O:8][CH2:9][C:10]2[CH:19]=[CH:18][CH:17]=[C:16]([CH3:20])[C:11]=2[C:12]([O:14]C)=[O:13])[CH2:3]1.[F:21][C:22]([F:39])([F:38])[O:23][C:24]1[CH:25]=[C:26]([C:30]2[O:31][C:32]([CH3:37])=[C:33]([CH2:35]I)[N:34]=2)[CH:27]=[CH:28][CH:29]=1. (2) Given the product [Cl:1][C:2]1[CH:7]=[C:6]([Cl:8])[CH:5]=[CH:4][C:3]=1[CH2:9][O:10][C:11]1[CH:16]=[CH:15][C:14]([C:17]([F:19])([F:20])[F:18])=[CH:13][C:12]=1[C:21]1[CH2:25][CH2:24][CH2:23][C:22]=1[C:26]1[N:31]=[C:30]([C:32]([OH:34])=[O:33])[CH:29]=[CH:28][CH:27]=1, predict the reactants needed to synthesize it. The reactants are: [Cl:1][C:2]1[CH:7]=[C:6]([Cl:8])[CH:5]=[CH:4][C:3]=1[CH2:9][O:10][C:11]1[CH:16]=[CH:15][C:14]([C:17]([F:20])([F:19])[F:18])=[CH:13][C:12]=1[C:21]1[CH2:25][CH2:24][CH2:23][C:22]=1[C:26]1[N:31]=[C:30]([C:32]([O:34]CC2C=CC(Cl)=CC=2Cl)=[O:33])[CH:29]=[CH:28][CH:27]=1.C(O)C.[OH-].[Na+].